Dataset: NCI-60 drug combinations with 297,098 pairs across 59 cell lines. Task: Regression. Given two drug SMILES strings and cell line genomic features, predict the synergy score measuring deviation from expected non-interaction effect. Cell line: KM12. Drug 2: CS(=O)(=O)OCCCCOS(=O)(=O)C. Drug 1: CC1=C(N=C(N=C1N)C(CC(=O)N)NCC(C(=O)N)N)C(=O)NC(C(C2=CN=CN2)OC3C(C(C(C(O3)CO)O)O)OC4C(C(C(C(O4)CO)O)OC(=O)N)O)C(=O)NC(C)C(C(C)C(=O)NC(C(C)O)C(=O)NCCC5=NC(=CS5)C6=NC(=CS6)C(=O)NCCC[S+](C)C)O. Synergy scores: CSS=19.5, Synergy_ZIP=-8.48, Synergy_Bliss=-5.68, Synergy_Loewe=-58.5, Synergy_HSA=-8.50.